This data is from Full USPTO retrosynthesis dataset with 1.9M reactions from patents (1976-2016). The task is: Predict the reactants needed to synthesize the given product. Given the product [Cl:8][C:6]1[CH:5]=[C:4]([NH:9][CH2:10][C:11]([N:13]2[CH2:18][CH2:17][CH2:16][C@@H:15]([N:19]([C:26]3[C:27]4[CH:34]=[CH:33][NH:32][C:28]=4[N:29]=[CH:30][N:31]=3)[CH2:20][C:21]([N:23]([CH3:24])[CH3:25])=[O:22])[CH2:14]2)=[O:12])[CH:3]=[C:2]([Cl:1])[CH:7]=1, predict the reactants needed to synthesize it. The reactants are: [Cl:1][C:2]1[CH:3]=[C:4]([NH:9][CH2:10][C:11]([N:13]2[CH2:18][CH2:17][CH2:16][C@@H:15]([N:19]([C:26]3[C:27]4[CH:34]=[CH:33][N:32](S(C5C=CC(C)=CC=5)(=O)=O)[C:28]=4[N:29]=[CH:30][N:31]=3)[CH2:20][C:21]([N:23]([CH3:25])[CH3:24])=[O:22])[CH2:14]2)=[O:12])[CH:5]=[C:6]([Cl:8])[CH:7]=1.C([O-])([O-])=O.[K+].[K+].